Dataset: Reaction yield outcomes from USPTO patents with 853,638 reactions. Task: Predict the reaction yield, written as a fraction of the theoretical maximum amount of product (1.0 means a 100% yield; for example, 0.34 means a 34% yield). (1) The reactants are [C:1]([C:3]1[CH:4]=[C:5]([CH:9]=[CH:10][C:11]=1[O:12][CH2:13][CH3:14])[C:6]([OH:8])=O)#[N:2].C1C=CC2N(O)N=NC=2C=1.CCN=C=NCCCN(C)C.O[N:37]=[C:38]([C:40]1[C:41]2[CH2:42][CH2:43][CH:44]([OH:49])[C:45]=2[CH:46]=[CH:47][CH:48]=1)[NH2:39].[Na+].[Cl-]. The catalyst is CN(C=O)C. The product is [CH2:13]([O:12][C:11]1[CH:10]=[CH:9][C:5]([C:6]2[O:8][N:39]=[C:38]([C:40]3[CH:48]=[CH:47][CH:46]=[C:45]4[C:41]=3[CH2:42][CH2:43][CH:44]4[OH:49])[N:37]=2)=[CH:4][C:3]=1[C:1]#[N:2])[CH3:14]. The yield is 0.790. (2) The reactants are [NH2:1][C@H:2]([C:4]1[N:9]=[C:8]2[CH:10]=[CH:11][N:12]([CH3:13])[C:7]2=[CH:6][C:5]=1[N:14]1[CH2:19][CH2:18][N:17]([C:20]([O:22][C:23]([CH3:26])([CH3:25])[CH3:24])=[O:21])[CH2:16][CH2:15]1)[CH3:3].[NH2:27][C:28]1[N:33]=[C:32]([NH2:34])[C:31]([C:35]#[N:36])=[C:30](Cl)[N:29]=1.C(N(CC)CC)C. The catalyst is CS(C)=O. The product is [NH2:27][C:28]1[N:29]=[C:30]([NH:1][C@H:2]([C:4]2[N:9]=[C:8]3[CH:10]=[CH:11][N:12]([CH3:13])[C:7]3=[CH:6][C:5]=2[N:14]2[CH2:15][CH2:16][N:17]([C:20]([O:22][C:23]([CH3:25])([CH3:24])[CH3:26])=[O:21])[CH2:18][CH2:19]2)[CH3:3])[C:31]([C:35]#[N:36])=[C:32]([NH2:34])[N:33]=1. The yield is 0.360.